Task: Predict the product of the given reaction.. Dataset: Forward reaction prediction with 1.9M reactions from USPTO patents (1976-2016) (1) Given the reactants FC1C=CC=CC=1NC(=S)NC1C=CC(C2C=C3C(=CC=2)C(=O)N([C@@H](C(C)C)C(O)=O)C3)=CC=1.[Cl:35][C:36]1[CH:37]=[C:38]([NH:42][C:43](=[S:69])[NH:44][C:45]2[CH:50]=[CH:49][C:48]([C:51]3[CH:52]=[C:53]4[C:57](=[CH:58][CH:59]=3)[C:56](=[O:60])[N:55]([C@@H:61]([CH:66]([CH3:68])[CH3:67])[C:62]([O:64]C)=[O:63])[CH2:54]4)=[CH:47][CH:46]=2)[CH:39]=[CH:40][CH:41]=1, predict the reaction product. The product is: [Cl:35][C:36]1[CH:37]=[C:38]([NH:42][C:43](=[S:69])[NH:44][C:45]2[CH:46]=[CH:47][C:48]([C:51]3[CH:52]=[C:53]4[C:57](=[CH:58][CH:59]=3)[C:56](=[O:60])[N:55]([C@@H:61]([CH:66]([CH3:67])[CH3:68])[C:62]([OH:64])=[O:63])[CH2:54]4)=[CH:49][CH:50]=2)[CH:39]=[CH:40][CH:41]=1. (2) The product is: [F:1][C:2]1[C:3]([C:9]2[N:13]([CH:14]3[CH2:19][CH2:18][O:17][CH2:16][CH2:15]3)[C:12]([CH3:20])=[N:11][CH:10]=2)=[N:4][C:5]([NH:8][C:22]2[CH:27]=[N:26][C:25]([S:28]([CH3:31])(=[O:30])=[O:29])=[CH:24][CH:23]=2)=[N:6][CH:7]=1. Given the reactants [F:1][C:2]1[C:3]([C:9]2[N:13]([CH:14]3[CH2:19][CH2:18][O:17][CH2:16][CH2:15]3)[C:12]([CH3:20])=[N:11][CH:10]=2)=[N:4][C:5]([NH2:8])=[N:6][CH:7]=1.Br[C:22]1[CH:23]=[CH:24][C:25]([S:28]([CH3:31])(=[O:30])=[O:29])=[N:26][CH:27]=1, predict the reaction product. (3) Given the reactants [Cl:1][C:2]1[CH:3]=[N:4][CH:5]=[C:6]([O:8][CH2:9][O:10][CH3:11])[CH:7]=1.[Li+].CC([N-]C(C)C)C.[CH:20](N1CCCCC1)=[O:21], predict the reaction product. The product is: [Cl:1][C:2]1[CH:3]=[N:4][CH:5]=[C:6]([O:8][CH2:9][O:10][CH3:11])[C:7]=1[CH:20]=[O:21]. (4) The product is: [Br:15][CH:10]1[CH2:11][CH2:12][CH2:13][CH:7]([C:1]2[CH:6]=[CH:5][CH:4]=[CH:3][CH:2]=2)[CH2:8][C:9]1=[O:14]. Given the reactants [C:1]1([CH:7]2[CH2:13][CH2:12][CH2:11][CH2:10][C:9](=[O:14])[CH2:8]2)[CH:6]=[CH:5][CH:4]=[CH:3][CH:2]=1.[Br:15]C1CC(C(C)C)CCC1=O, predict the reaction product.